This data is from Catalyst prediction with 721,799 reactions and 888 catalyst types from USPTO. The task is: Predict which catalyst facilitates the given reaction. (1) Reactant: [F:1][C:2]1[CH:3]=[C:4]([CH2:8][CH2:9][N:10]2[CH2:14][CH2:13][C@@H:12]([NH:15][C:16]3[N:17]=[CH:18][C:19](/[CH:22]=[CH:23]/[C:24]([NH:26][O:27]C4CCCCO4)=[O:25])=[N:20][CH:21]=3)[CH2:11]2)[CH:5]=[CH:6][CH:7]=1.[ClH:34]. Product: [ClH:34].[ClH:34].[F:1][C:2]1[CH:3]=[C:4]([CH2:8][CH2:9][N:10]2[CH2:14][CH2:13][C@@H:12]([NH:15][C:16]3[N:17]=[CH:18][C:19](/[CH:22]=[CH:23]/[C:24]([NH:26][OH:27])=[O:25])=[N:20][CH:21]=3)[CH2:11]2)[CH:5]=[CH:6][CH:7]=1. The catalyst class is: 14. (2) Reactant: [Br:1][C:2]1[CH:11]=[CH:10][CH:9]=[C:8]2[C:3]=1[N:4]=[C:5](Cl)[C:6]([C:12]([F:15])([F:14])[F:13])=[N:7]2.[CH3:17][C:18]([NH2:21])([CH3:20])[CH3:19]. Product: [Br:1][C:2]1[CH:11]=[CH:10][CH:9]=[C:8]2[C:3]=1[N:4]=[C:5]([NH:21][C:18]([CH3:20])([CH3:19])[CH3:17])[C:6]([C:12]([F:15])([F:14])[F:13])=[N:7]2. The catalyst class is: 549. (3) Reactant: [F:1][CH:2]([F:9])[C:3]([CH3:8])([CH3:7])C(O)=O.C1C=CC(P([N:24]=[N+]=[N-])(C2C=CC=CC=2)=O)=CC=1.[Cl:27][C:28]1[CH:29]=[C:30]([C:35]2[C:43]([C:44]([NH2:46])=[O:45])=[C:38]3[CH2:39][NH:40][CH2:41][CH2:42][N:37]3[N:36]=2)[CH:31]=[CH:32][C:33]=1[Cl:34].C1[CH2:51][O:50]CC1. Product: [Cl:27][C:28]1[CH:29]=[C:30]([C:35]2[C:43]([C:44]([NH2:46])=[O:45])=[C:38]3[CH2:39][N:40]([C:51]([NH:24][C:3]([CH3:7])([CH3:8])[CH:2]([F:1])[F:9])=[O:50])[CH2:41][CH2:42][N:37]3[N:36]=2)[CH:31]=[CH:32][C:33]=1[Cl:34]. The catalyst class is: 133. (4) Reactant: [CH3:1][O:2][C:3](=[O:17])[CH:4]([CH2:13][N:14]([CH3:16])[CH3:15])[CH2:5][C:6]1[CH:11]=[CH:10][CH:9]=[C:8]([Br:12])[CH:7]=1.[I:18][CH3:19]. Product: [I-:18].[Br:12][C:8]1[CH:7]=[C:6]([CH:11]=[CH:10][CH:9]=1)[CH2:5][CH:4]([C:3]([O:2][CH3:1])=[O:17])[CH2:13][N+:14]([CH3:19])([CH3:16])[CH3:15]. The catalyst class is: 32. (5) Reactant: CN1CCOCC1.C(Cl)(=O)OCC(C)C.[C:16]([O:20][C:21]([NH:23][C@@H:24]1[CH2:29][CH2:28][CH2:27][N:26]([C:30]2[N:34]([CH2:35][O:36][CH3:37])[N:33]=[C:32]([C:38](O)=[O:39])[C:31]=2[CH2:41][C:42]2[CH:47]=[CH:46][CH:45]=[CH:44][C:43]=2[Cl:48])[CH2:25]1)=[O:22])([CH3:19])([CH3:18])[CH3:17].Cl.[NH2:50][CH:51]([C:56](=[O:58])[CH3:57])[C:52]([O:54][CH3:55])=[O:53].S([O-])(O)(=O)=O.[K+]. Product: [C:16]([O:20][C:21]([NH:23][C@@H:24]1[CH2:29][CH2:28][CH2:27][N:26]([C:30]2[N:34]([CH2:35][O:36][CH3:37])[N:33]=[C:32]([C:38]([NH:50][CH:51]([C:56](=[O:58])[CH3:57])[C:52]([O:54][CH3:55])=[O:53])=[O:39])[C:31]=2[CH2:41][C:42]2[CH:47]=[CH:46][CH:45]=[CH:44][C:43]=2[Cl:48])[CH2:25]1)=[O:22])([CH3:18])([CH3:17])[CH3:19]. The catalyst class is: 7. (6) The catalyst class is: 149. Product: [C:16]([OH:52])(=[O:17])[CH3:19].[C:2]([OH:1])(=[O:50])[CH3:3].[O:1]1[CH2:5][CH:4]([NH:6][C:7]2[CH:8]=[CH:9][C:10]([C:27]3[C:35]4[C:30](=[N:31][CH:32]=[N:33][C:34]=4[NH2:36])[N:29]([C@H:37]4[CH2:38][CH2:39][C@H:40]([N:43]5[CH2:44][CH2:45][N:46]([CH3:49])[CH2:47][CH2:48]5)[CH2:41][CH2:42]4)[N:28]=3)=[CH:11][CH:12]=2)[C:3]2[CH:22]=[CH:23][CH:24]=[CH:25][C:2]1=2. Reactant: [O:1]1[CH2:5][CH:4]([NH:6][C:7]2[CH:12]=[CH:11][C:10](B3[O:17][C:16]([CH3:19])(C)C(C)(C)O3)=[CH:9][CH:8]=2)[C:3]2[CH:22]=[CH:23][CH:24]=[CH:25][C:2]1=2.I[C:27]1[C:35]2[C:30](=[N:31][CH:32]=[N:33][C:34]=2[NH2:36])[N:29]([C@H:37]2[CH2:42][CH2:41][C@H:40]([N:43]3[CH2:48][CH2:47][N:46]([CH3:49])[CH2:45][CH2:44]3)[CH2:39][CH2:38]2)[N:28]=1.[OH2:50].C(=O)([O-])[O-:52].[Na+].[Na+]. (7) Reactant: [OH:1][C:2]1[CH:7]=[CH:6][C:5]([CH:8]2[CH2:13][CH2:12][N:11]([C:14]([O:16][CH2:17][C:18]3[CH:23]=[CH:22][CH:21]=[CH:20][CH:19]=3)=[O:15])[CH2:10][CH:9]2[O:24][CH2:25][C:26]2[CH:27]=[CH:28][C:29]3[O:34][CH2:33][CH2:32][N:31]([CH2:35][CH2:36][CH2:37][O:38][CH3:39])[C:30]=3[CH:40]=2)=[CH:4][CH:3]=1.[CH3:41][N:42](C)[C:43]1C=CC=C[CH:44]=1.[C:50](Cl)(Cl)=[O:51].[C:54]1([CH3:60])[CH:59]=[CH:58][CH:57]=[CH:56][CH:55]=1. Product: [CH3:39][O:38][CH2:37][CH2:36][CH2:35][N:31]1[C:30]2[CH:40]=[C:26]([CH2:25][O:24][CH:9]3[CH:8]([C:5]4[CH:6]=[CH:7][C:2]([O:1][C:50]([N:42]5[CH2:43][CH2:44][CH:60]([C:54]6[CH:59]=[CH:58][CH:57]=[CH:56][CH:55]=6)[CH2:41]5)=[O:51])=[CH:3][CH:4]=4)[CH2:13][CH2:12][N:11]([C:14]([O:16][CH2:17][C:18]4[CH:19]=[CH:20][CH:21]=[CH:22][CH:23]=4)=[O:15])[CH2:10]3)[CH:27]=[CH:28][C:29]=2[O:34][CH2:33][CH2:32]1. The catalyst class is: 310. (8) Reactant: [NH2:1][CH2:2][C:3]1[CH:12]=[C:11]2[C:6]([CH2:7][CH2:8][N:9]([C:23]([O:25][C:26]([CH3:29])([CH3:28])[CH3:27])=[O:24])[CH:10]2[C:13]2([C:17]3[CH:22]=[CH:21][CH:20]=[CH:19][N:18]=3)[CH2:16][CH2:15][CH2:14]2)=[CH:5][CH:4]=1.[CH2:30]([S:33](Cl)(=[O:35])=[O:34])[CH2:31][CH3:32]. Product: [CH2:30]([S:33]([NH:1][CH2:2][C:3]1[CH:12]=[C:11]2[C:6]([CH2:7][CH2:8][N:9]([C:23]([O:25][C:26]([CH3:29])([CH3:28])[CH3:27])=[O:24])[CH:10]2[C:13]2([C:17]3[CH:22]=[CH:21][CH:20]=[CH:19][N:18]=3)[CH2:14][CH2:15][CH2:16]2)=[CH:5][CH:4]=1)(=[O:35])=[O:34])[CH2:31][CH3:32]. The catalyst class is: 112.